Task: Predict the reactants needed to synthesize the given product.. Dataset: Full USPTO retrosynthesis dataset with 1.9M reactions from patents (1976-2016) (1) Given the product [CH3:1][O:2][C:3](=[O:20])[C:4]1[CH:9]=[C:8]([C:10]([C:12]2[CH:17]=[CH:16][C:15]([N:26]([C:25]3[CH:24]=[CH:23][C:22]([Cl:21])=[CH:32][CH:31]=3)[CH2:27][CH:28]3[CH2:30][CH2:29]3)=[CH:14][N:13]=2)=[O:11])[CH:7]=[CH:6][C:5]=1[F:19], predict the reactants needed to synthesize it. The reactants are: [CH3:1][O:2][C:3](=[O:20])[C:4]1[CH:9]=[C:8]([C:10]([C:12]2[CH:17]=[CH:16][C:15](Br)=[CH:14][N:13]=2)=[O:11])[CH:7]=[CH:6][C:5]=1[F:19].[Cl:21][C:22]1[CH:32]=[CH:31][C:25]([NH:26][CH2:27][CH:28]2[CH2:30][CH2:29]2)=[CH:24][CH:23]=1. (2) The reactants are: [OH2:1].[OH-:2].[Li+].[F:4][C:5]1([F:51])[CH2:8][N:7]([C:9]2[N:14]=[C:13]([CH2:15][N:16]3[C@@H:20]([CH3:21])[C@@H:19]([C:22]4[CH:27]=[C:26]([C:28]([F:31])([F:30])[F:29])[CH:25]=[C:24]([F:32])[CH:23]=4)[O:18][C:17]3=[O:33])[C:12]([C:34]3[CH:35]=[C:36](OC(C4CCCCC4)=O)[CH:37]=[CH:38][C:39]=3[O:40][CH3:41])=[CH:11][CH:10]=2)[CH2:6]1.Cl.[C:53](#N)[CH3:54]. Given the product [F:51][C:5]1([F:4])[CH2:6][N:7]([C:9]2[N:14]=[C:13]([CH2:15][N:16]3[C@@H:20]([CH3:21])[C@@H:19]([C:22]4[CH:27]=[C:26]([C:28]([F:30])([F:29])[F:31])[CH:25]=[C:24]([F:32])[CH:23]=4)[O:18][C:17]3=[O:33])[C:12]([C:34]3[CH:35]=[C:36]([C@H:11]4[CH2:12][CH2:13][C@H:53]([C:54]([OH:2])=[O:1])[CH2:9][CH2:10]4)[CH:37]=[CH:38][C:39]=3[O:40][CH3:41])=[CH:11][CH:10]=2)[CH2:8]1, predict the reactants needed to synthesize it. (3) The reactants are: [Cl:1][C:2]1[C:7]([C:8]([F:11])([F:10])[F:9])=[CH:6][CH:5]=[CH:4][C:3]=1[CH2:12][NH:13][C:14](=[O:26])[C@@H:15]1[CH2:19][CH2:18][C:17](=[O:20])[N:16]1[CH2:21][C:22](C)([CH3:24])[CH3:23].O=[C:28]1N(CC2C=CC=CC=2)[C@H](C(O)=O)[CH2:30][CH2:29]1. Given the product [Cl:1][C:2]1[C:7]([C:8]([F:11])([F:9])[F:10])=[CH:6][CH:5]=[CH:4][C:3]=1[CH2:12][NH:13][C:14](=[O:26])[C@H:15]1[CH2:19][CH2:18][C:17](=[O:20])[N:16]1[CH2:21][C:22]1[CH:23]=[CH:30][CH:29]=[CH:28][CH:24]=1, predict the reactants needed to synthesize it. (4) Given the product [ClH:2].[NH2:15][CH:12]1[CH2:13][CH2:14][N:9]([C:7]2[CH:6]=[C:5]([CH:23]3[O:24][C:25](=[O:28])[N:26]=[N:27]3)[CH:4]=[C:3]([Cl:2])[N:8]=2)[CH2:10][CH2:11]1, predict the reactants needed to synthesize it. The reactants are: Cl.[Cl:2][C:3]1[N:8]=[C:7]([N:9]2[CH2:14][CH2:13][CH:12]([NH:15]C(=O)OC(C)(C)C)[CH2:11][CH2:10]2)[CH:6]=[C:5]([CH:23]2[N:27]=[N:26][C:25](=[O:28])[O:24]2)[CH:4]=1. (5) Given the product [CH3:13][O:14][C:15]1[CH:22]=[CH:21][CH:20]=[CH:19][C:16]=1[CH2:17][NH:18][C:7]1[CH:6]=[CH:5][C:4]2[C:9](=[CH:10][CH:11]=[C:2]([CH2:23][CH2:24][C:39]3[CH:44]=[CH:43][CH:42]=[CH:41][C:40]=3[O:45][CH3:46])[CH:3]=2)[N:8]=1, predict the reactants needed to synthesize it. The reactants are: Br[C:2]1[CH:3]=[C:4]2[C:9](=[CH:10][CH:11]=1)[N:8]=[C:7](Cl)[CH:6]=[CH:5]2.[CH3:13][O:14][C:15]1[CH:22]=[CH:21][CH:20]=[CH:19][C:16]=1[CH2:17][NH2:18].[CH:23]([Sn](CCCC)(CCCC)CCCC)=[CH2:24].Br[C:39]1[CH:44]=[CH:43][CH:42]=[CH:41][C:40]=1[O:45][CH3:46]. (6) Given the product [CH2:6]([C:8]1[CH:9]=[CH:10][C:11]([C:14]2[CH:19]=[CH:18][C:17]([C:20]3[Se:21][C:22]([CH:27]=[O:28])=[CH:23][CH:24]=3)=[C:16]([F:25])[C:15]=2[F:26])=[CH:12][CH:13]=1)[CH3:7], predict the reactants needed to synthesize it. The reactants are: [Li]CCCC.[CH2:6]([C:8]1[CH:13]=[CH:12][C:11]([C:14]2[CH:19]=[CH:18][C:17]([C:20]3[Se:21][CH:22]=[CH:23][CH:24]=3)=[C:16]([F:25])[C:15]=2[F:26])=[CH:10][CH:9]=1)[CH3:7].[CH:27](N1CCOCC1)=[O:28].